From a dataset of Forward reaction prediction with 1.9M reactions from USPTO patents (1976-2016). Predict the product of the given reaction. (1) Given the reactants [H-].[H-].[H-].[H-].[Li+].[Al+3].OS(O)(=O)=O.[CH2:12]([N:19]1[CH2:24][CH2:23][C:22]([N:27]2[CH2:32][CH2:31][N:30]([CH:33]3[CH2:35][CH2:34]3)[CH2:29][CH2:28]2)([C:25]#[N:26])[CH2:21][CH2:20]1)[C:13]1[CH:18]=[CH:17][CH:16]=[CH:15][CH:14]=1, predict the reaction product. The product is: [CH2:12]([N:19]1[CH2:24][CH2:23][C:22]([CH2:25][NH2:26])([N:27]2[CH2:32][CH2:31][N:30]([CH:33]3[CH2:35][CH2:34]3)[CH2:29][CH2:28]2)[CH2:21][CH2:20]1)[C:13]1[CH:18]=[CH:17][CH:16]=[CH:15][CH:14]=1. (2) Given the reactants Cl[CH2:2][C:3]([N:5]1[CH2:10][CH2:9][C:8]([C:15]#[N:16])([C:11]([O:13][CH3:14])=[O:12])[CH2:7][CH2:6]1)=[O:4].[F:17][CH:18]([F:27])[C:19]1[CH:23]=[C:22]([CH:24]([F:26])[F:25])[NH:21][N:20]=1.C(=O)([O-])[O-].[K+].[K+].O, predict the reaction product. The product is: [F:26][CH:24]([F:25])[C:22]1[CH:23]=[C:19]([CH:18]([F:17])[F:27])[N:20]([CH2:2][C:3]([N:5]2[CH2:10][CH2:9][C:8]([C:15]#[N:16])([C:11]([O:13][CH3:14])=[O:12])[CH2:7][CH2:6]2)=[O:4])[N:21]=1.